This data is from Peptide-MHC class II binding affinity with 134,281 pairs from IEDB. The task is: Regression. Given a peptide amino acid sequence and an MHC pseudo amino acid sequence, predict their binding affinity value. This is MHC class II binding data. The peptide sequence is ERIFKRFDTNGDGKI. The MHC is DRB1_0701 with pseudo-sequence DRB1_0701. The binding affinity (normalized) is 0.502.